This data is from Catalyst prediction with 721,799 reactions and 888 catalyst types from USPTO. The task is: Predict which catalyst facilitates the given reaction. Reactant: [CH3:1][O:2][C:3]1[CH:8]=[CH:7][C:6]([C:9]2[C:10]([CH3:15])=[N:11][NH:12][C:13]=2[NH2:14])=[CH:5][CH:4]=1.[O:16]1[CH2:21][CH2:20][O:19][C:18]2[CH:22]=[C:23]([C:26](=O)[CH2:27][C:28](OCC)=[O:29])[CH:24]=[CH:25][C:17]1=2. Product: [O:16]1[CH2:21][CH2:20][O:19][C:18]2[CH:22]=[C:23]([C:26]3[NH:14][C:13]4[N:12]([N:11]=[C:10]([CH3:15])[C:9]=4[C:6]4[CH:5]=[CH:4][C:3]([O:2][CH3:1])=[CH:8][CH:7]=4)[C:28](=[O:29])[CH:27]=3)[CH:24]=[CH:25][C:17]1=2. The catalyst class is: 15.